From a dataset of Forward reaction prediction with 1.9M reactions from USPTO patents (1976-2016). Predict the product of the given reaction. Given the reactants [F:1][CH:2]([F:12])[C:3]1[S:7][C:6]([C:8](OC)=[O:9])=[CH:5][CH:4]=1.CO.[BH4-].[Na+], predict the reaction product. The product is: [F:1][CH:2]([F:12])[C:3]1[S:7][C:6]([CH2:8][OH:9])=[CH:5][CH:4]=1.